The task is: Regression. Given a peptide amino acid sequence and an MHC pseudo amino acid sequence, predict their binding affinity value. This is MHC class II binding data.. This data is from Peptide-MHC class II binding affinity with 134,281 pairs from IEDB. The peptide sequence is EHRWREIYNMVKFRM. The MHC is HLA-DQA10102-DQB10602 with pseudo-sequence HLA-DQA10102-DQB10602. The binding affinity (normalized) is 0.217.